This data is from Forward reaction prediction with 1.9M reactions from USPTO patents (1976-2016). The task is: Predict the product of the given reaction. (1) Given the reactants [NH:1]1[CH:5]=[C:4]([C:6]2[CH:11]=[C:10]([C:12]#[N:13])[CH:9]=[CH:8][N:7]=2)[N:3]=[CH:2]1.Cl.Cl[CH2:16][CH2:17][N:18]1[CH2:22][CH2:21][CH2:20][CH2:19]1.C(=O)([O-])[O-].[Cs+].[Cs+], predict the reaction product. The product is: [N:18]1([CH2:17][CH2:16][N:1]2[CH:5]=[C:4]([C:6]3[CH:11]=[C:10]([C:12]#[N:13])[CH:9]=[CH:8][N:7]=3)[N:3]=[CH:2]2)[CH2:22][CH2:21][CH2:20][CH2:19]1. (2) Given the reactants [NH2:1][C:2]1[CH:7]=[CH:6][C:5]([C:8]2[CH:13]=[CH:12][CH:11]=[C:10]([Cl:14])[CH:9]=2)=[CH:4][C:3]=1[CH:15]([OH:18])[CH2:16][CH3:17].Cl[C:20](Cl)([O:22]C(=O)OC(Cl)(Cl)Cl)Cl, predict the reaction product. The product is: [Cl:14][C:10]1[CH:9]=[C:8]([C:5]2[CH:6]=[CH:7][C:2]3[NH:1][C:20](=[O:22])[O:18][CH:15]([CH2:16][CH3:17])[C:3]=3[CH:4]=2)[CH:13]=[CH:12][CH:11]=1. (3) Given the reactants [OH:1][N:2]1[C:6](=[O:7])[C:5]2=[CH:8][CH:9]=[CH:10][CH:11]=[C:4]2[C:3]1=[O:12].C1(P(C2C=CC=CC=2)C2C=CC=CC=2)C=CC=CC=1.[CH3:32][C:33]1([CH3:40])[O:37][C@H:36]([CH2:38][OH:39])[CH2:35][O:34]1.[CH3:41][C:42]1([CH3:49])[O:46][C@@H:45]([CH2:47]O)[CH2:44][O:43]1.N(C(OCC)=O)=NC(OCC)=O, predict the reaction product. The product is: [CH3:32][C:33]1([CH3:40])[O:37][C@@H:36]([CH2:38][OH:39])[CH2:35][O:34]1.[CH3:41][C:42]1([CH3:49])[O:46][C@@H:45]([CH2:47][O:1][N:2]2[C:3](=[O:12])[C:4]3[C:5](=[CH:8][CH:9]=[CH:10][CH:11]=3)[C:6]2=[O:7])[CH2:44][O:43]1. (4) Given the reactants [NH2:1][N:2]1[CH:6]=[CH:5][N:4]=[C:3]1[C:7]([O:9][CH2:10][CH3:11])=[O:8].CN(C=O)C.C(Cl)Cl.Cl[C:21]([O:23][CH2:24][CH3:25])=[O:22], predict the reaction product. The product is: [CH2:24]([O:23][C:21]([NH:1][N:2]1[CH:6]=[CH:5][N:4]=[C:3]1[C:7]([O:9][CH2:10][CH3:11])=[O:8])=[O:22])[CH3:25]. (5) The product is: [CH3:26][O:27][C:28]1[CH:29]=[C:30]([C:34]2[O:35][C:36]3[CH2:41][CH2:40][NH:39][CH2:38][C:37]=3[N:42]=2)[CH:31]=[CH:32][CH:33]=1.[CH3:43][O:44][C:45]1[CH:53]=[C:52]([C:9]2[O:10][C:11]3[CH2:16][CH2:15][N:14]([C:17]4[N:24]=[CH:23][CH:22]=[CH:21][C:18]=4[C:19]#[N:20])[CH2:13][C:12]=3[N:25]=2)[CH:51]=[CH:47][CH:46]=1. Given the reactants C(C1C=C([C:9]2[O:10][C:11]3[CH2:16][CH2:15][N:14]([C:17]4[N:24]=[CH:23][CH:22]=[CH:21][C:18]=4[C:19]#[N:20])[CH2:13][C:12]=3[N:25]=2)C=CC=1)#N.[CH3:26][O:27][C:28]1[CH:29]=[C:30]([C:34]2[O:35][C:36]3[CH2:41][CH2:40][NH:39][CH2:38][C:37]=3[N:42]=2)[CH:31]=[CH:32][CH:33]=1.[CH3:43][O:44][C:45]1[CH:46]=[C:47]([CH:51]=[CH:52][CH:53]=1)C(O)=O, predict the reaction product.